The task is: Predict the reaction yield, written as a fraction of the theoretical maximum amount of product (1.0 means a 100% yield; for example, 0.34 means a 34% yield).. This data is from Reaction yield outcomes from USPTO patents with 853,638 reactions. (1) The reactants are [O:1]([C:8]1[CH:9]=[C:10]([CH:13]=[CH:14][CH:15]=1)[CH:11]=[O:12])[C:2]1[CH:7]=[CH:6][CH:5]=[CH:4][CH:3]=1.[C:16]1([Li])[CH:21]=[CH:20][CH:19]=[CH:18][CH:17]=1. The catalyst is C1COCC1. The product is [O:1]([C:8]1[CH:9]=[C:10]([CH:11]([C:16]2[CH:21]=[CH:20][CH:19]=[CH:18][CH:17]=2)[OH:12])[CH:13]=[CH:14][CH:15]=1)[C:2]1[CH:3]=[CH:4][CH:5]=[CH:6][CH:7]=1. The yield is 0.860. (2) The reactants are [CH3:1][N:2]1[C:10]([CH:11]=O)=[N:9][C:8]2[C:3]1=[N:4][C:5]([N:19]1[C:23]3[CH:24]=[CH:25][CH:26]=[CH:27][C:22]=3[N:21]=[C:20]1[CH3:28])=[N:6][C:7]=2[N:13]1[CH2:18][CH2:17][O:16][CH2:15][CH2:14]1.[CH3:29][C:30]1([C:35]([N:37]2[CH2:41][CH2:40][CH2:39][CH2:38]2)=[O:36])[CH2:34][CH2:33][NH:32][CH2:31]1.C(O)(=O)C.C(O[BH-](OC(=O)C)OC(=O)C)(=O)C.[Na+]. The catalyst is ClCCCl.CO. The product is [CH3:29][C:30]1([C:35]([N:37]2[CH2:41][CH2:40][CH2:39][CH2:38]2)=[O:36])[CH2:34][CH2:33][N:32]([CH2:11][C:10]2[N:2]([CH3:1])[C:3]3[C:8]([N:9]=2)=[C:7]([N:13]2[CH2:14][CH2:15][O:16][CH2:17][CH2:18]2)[N:6]=[C:5]([N:19]2[C:23]4[CH:24]=[CH:25][CH:26]=[CH:27][C:22]=4[N:21]=[C:20]2[CH3:28])[N:4]=3)[CH2:31]1. The yield is 0.760. (3) The reactants are [OH:1][N:2]=[C:3]([O:5][CH2:6][CH3:7])[CH3:4].Br[CH2:9][CH2:10][CH2:11][CH2:12][CH2:13][CH2:14][CH2:15][C:16]([OH:18])=[O:17].[OH-].[Na+].O[N:22]1[C:26](=[O:27])[CH2:25][CH2:24][C:23]1=[O:28].C1CCC(N=C=NC2CCCCC2)CC1. The catalyst is C1COCC1.CO. The product is [O:28]=[C:23]1[CH2:24][CH2:25][C:26](=[O:27])[N:22]1[O:18][C:16](=[O:17])[CH2:15][CH2:14][CH2:13][CH2:12][CH2:11][CH2:10][CH2:9][O:1][N:2]=[C:3]([O:5][CH2:6][CH3:7])[CH3:4]. The yield is 0.340. (4) The reactants are [CH2:1]([NH:3][C:4]([NH:6][C:7]1[CH:12]=[CH:11][CH:10]=[CH:9][C:8]=1[OH:13])=[O:5])C.N(C1C=CC=CC=1OC)=[C:15]=O.CNC. No catalyst specified. The product is [OH:13][C:8]1[CH:9]=[CH:10][CH:11]=[CH:12][C:7]=1[NH:6][C:4](=[O:5])[N:3]([CH3:15])[CH3:1]. The yield is 0.540. (5) The catalyst is ClC(Cl)C.O.[Cl-].C([N+](CCCC)(CCCC)CCCC)CCC. The reactants are [Br:1][C:2]1[CH:7]=[CH:6][C:5]([CH2:8]Br)=[C:4]([Cl:10])[CH:3]=1.[C-:11]#[N:12].[K+]. The yield is 0.900. The product is [Br:1][C:2]1[CH:7]=[CH:6][C:5]([CH2:8][C:11]#[N:12])=[C:4]([Cl:10])[CH:3]=1. (6) The reactants are [CH3:1][O:2][C:3]([C:5]1[C:13]2[C:8](=[CH:9][C:10](Cl)=[CH:11][CH:12]=2)[NH:7][N:6]=1)=[O:4].[O-:15]P([O-])([O-])=O.[K+].[K+].[K+].[CH:23]1(P([CH:25]2[CH2:26][CH2:27]C[CH2:23][CH2:24]2)C2C=CC=CC=2C2C=CC=CC=2)C[CH2:27][CH2:26][CH2:25][CH2:24]1.[C:48]([O:57][CH3:58])(=[O:56])[C:49]1[C:50](=[CH:52][CH:53]=[CH:54][CH:55]=1)[NH2:51]. The catalyst is COCCOC.C1C=CC(/C=C/C(/C=C/C2C=CC=CC=2)=O)=CC=1.C1C=CC(/C=C/C(/C=C/C2C=CC=CC=2)=O)=CC=1.C1C=CC(/C=C/C(/C=C/C2C=CC=CC=2)=O)=CC=1.[Pd].[Pd]. The product is [CH3:1][O:2][C:3]([C:5]1[C:13]2[C:8](=[CH:9][C:10]([NH:51][C:50]3[CH:52]=[CH:53][CH:54]=[CH:55][C:49]=3[C:48]([O:57][CH3:58])=[O:56])=[CH:11][CH:12]=2)[N:7]([CH:27]2[CH2:26][CH2:25][CH2:24][CH2:23][O:15]2)[N:6]=1)=[O:4]. The yield is 0.510. (7) The reactants are Br[C:2]1[CH:3]=[CH:4][C:5]2[O:11][CH2:10][CH2:9][N:8]3[CH:12]=[C:13]([C:15]4[N:19]([C:20]5[CH:25]=[CH:24][CH:23]=[CH:22][C:21]=5[Cl:26])[N:18]=[C:17]([NH2:27])[N:16]=4)[N:14]=[C:7]3[C:6]=2[CH:28]=1.[Cl:29][C:30]1[CH:35]=[CH:34][C:33](B(O)O)=[CH:32][CH:31]=1.C([O-])([O-])=O.[Cs+].[Cs+].O. The catalyst is O1CCOCC1.C1C=CC(P(C2C=CC=CC=2)[C-]2C=CC=C2)=CC=1.C1C=CC(P(C2C=CC=CC=2)[C-]2C=CC=C2)=CC=1.Cl[Pd]Cl.[Fe+2]. The product is [Cl:26][C:21]1[CH:22]=[CH:23][CH:24]=[CH:25][C:20]=1[N:19]1[C:15]([C:13]2[N:14]=[C:7]3[C:6]4[CH:28]=[C:2]([C:33]5[CH:34]=[CH:35][C:30]([Cl:29])=[CH:31][CH:32]=5)[CH:3]=[CH:4][C:5]=4[O:11][CH2:10][CH2:9][N:8]3[CH:12]=2)=[N:16][C:17]([NH2:27])=[N:18]1. The yield is 0.422.